Predict the product of the given reaction. From a dataset of Forward reaction prediction with 1.9M reactions from USPTO patents (1976-2016). (1) Given the reactants [Cl:1][C:2]1[CH:3]=[CH:4][C:5]([F:12])=[C:6]([S:8](Cl)(=[O:10])=[O:9])[CH:7]=1.C([N:15](CC)CC)C.[NH2:20][C@@H:21]1[CH2:25][CH2:24][N:23]([C:26](OC(C)(C)C)=O)[CH2:22]1.CCN(C(C)C)C(C)C.BrC#N, predict the reaction product. The product is: [Cl:1][C:2]1[CH:3]=[CH:4][C:5]([F:12])=[C:6]([S:8]([NH:20][C@@H:21]2[CH2:25][CH2:24][N:23]([C:26]#[N:15])[CH2:22]2)(=[O:10])=[O:9])[CH:7]=1. (2) Given the reactants [OH:1][C:2]1[CH:9]=[C:8]([OH:10])[CH:7]=[CH:6][C:3]=1[CH:4]=[O:5].N1C=CC=CC=1.[C:17](Cl)(Cl)=[O:18].[C:21]([N:28]1[CH2:33][CH2:32][NH:31][CH2:30][CH2:29]1)([O:23][C:24]([CH3:27])([CH3:26])[CH3:25])=[O:22].C(N(CC)CC)C, predict the reaction product. The product is: [N:28]1([C:21]([O:23][C:24]([CH3:27])([CH3:26])[CH3:25])=[O:22])[CH2:29][CH2:30][N:31]([C:17]([O:10][C:8]2[CH:7]=[CH:6][C:3]([CH:4]=[O:5])=[C:2]([OH:1])[CH:9]=2)=[O:18])[CH2:32][CH2:33]1.